From a dataset of Catalyst prediction with 721,799 reactions and 888 catalyst types from USPTO. Predict which catalyst facilitates the given reaction. (1) Reactant: [CH2:1]([C:3]1[CH:4]=[C:5]([C:8](=[O:10])[CH3:9])[S:6][CH:7]=1)[CH3:2].[C:11]([Mg]Br)#[CH:12].Cl. Product: [CH2:1]([C:3]1[CH:4]=[C:5]([C:8]([OH:10])([C:11]#[CH:12])[CH3:9])[S:6][CH:7]=1)[CH3:2]. The catalyst class is: 1. (2) Reactant: FC(F)(F)C(O)=O.[Cl:8][C:9]1[CH:14]=[CH:13][C:12]([C@H:15]([N:17]2[C:21]3[CH:22]=[C:23]([C:26]4[CH2:27][CH2:28][N:29]([C:32]([C@H:34]5[CH2:38][CH2:37][CH2:36][N:35]5C(OC(C)(C)C)=O)=[O:33])[CH2:30][CH:31]=4)[CH:24]=[CH:25][C:20]=3[N:19]=[CH:18]2)[CH3:16])=[C:11]([F:46])[CH:10]=1. Product: [Cl:8][C:9]1[CH:14]=[CH:13][C:12]([C@H:15]([N:17]2[C:21]3[CH:22]=[C:23]([C:26]4[CH2:27][CH2:28][N:29]([C:32]([C@H:34]5[CH2:38][CH2:37][CH2:36][NH:35]5)=[O:33])[CH2:30][CH:31]=4)[CH:24]=[CH:25][C:20]=3[N:19]=[CH:18]2)[CH3:16])=[C:11]([F:46])[CH:10]=1. The catalyst class is: 4.